This data is from Ames mutagenicity test results for genotoxicity prediction. The task is: Regression/Classification. Given a drug SMILES string, predict its toxicity properties. Task type varies by dataset: regression for continuous values (e.g., LD50, hERG inhibition percentage) or binary classification for toxic/non-toxic outcomes (e.g., AMES mutagenicity, cardiotoxicity, hepatotoxicity). Dataset: ames. (1) The compound is NC(=O)OC1CO1. The result is 1 (mutagenic). (2) The compound is Cc1ccccc1. The result is 0 (non-mutagenic). (3) The compound is c1cc2ccc3ccc(C4CO4)c4ccc(c1)c2c34. The result is 1 (mutagenic).